Task: Predict which catalyst facilitates the given reaction.. Dataset: Catalyst prediction with 721,799 reactions and 888 catalyst types from USPTO (1) Reactant: [Cl:1][C:2]1[CH:3]=[N:4][CH:5]=[C:6]([Cl:30])[C:7]=1[NH:8][C:9]([C:11]1[C:19]2[C:18]3[CH:20]=[C:21]([NH:24][C:25](=[O:27])[CH3:26])[CH:22]=[CH:23][C:17]=3[O:16][C:15]=2[C:14]([O:28][CH3:29])=[CH:13][CH:12]=1)=[O:10].ClC1C=CC=C(C(OO)=[O:39])C=1. Product: [Cl:30][C:6]1[CH:5]=[N:4][CH:3]=[C:2]([Cl:1])[C:7]=1[NH+:8]([O-:39])[C:9]([C:11]1[C:19]2[C:18]3[CH:20]=[C:21]([NH:24][C:25](=[O:27])[CH3:26])[CH:22]=[CH:23][C:17]=3[O:16][C:15]=2[C:14]([O:28][CH3:29])=[CH:13][CH:12]=1)=[O:10]. The catalyst class is: 4. (2) Reactant: [Cl:1][C:2]1[CH:7]=[C:6]([Cl:8])[CH:5]=[CH:4][C:3]=1[C:9]1[N:10]=[C:11]([CH:14]2[CH2:19][CH2:18][NH:17][CH2:16][CH2:15]2)[NH:12][CH:13]=1.Cl[C:21]1[N:26]=[CH:25][N:24]=[C:23]2[NH:27][N:28]=[CH:29][C:22]=12.CCN(CC)CC.CC(O)C. Product: [Cl:1][C:2]1[CH:7]=[C:6]([Cl:8])[CH:5]=[CH:4][C:3]=1[C:9]1[NH:10][C:11]([CH:14]2[CH2:19][CH2:18][N:17]([C:21]3[N:26]=[CH:25][N:24]=[C:23]4[NH:27][N:28]=[CH:29][C:22]=34)[CH2:16][CH2:15]2)=[N:12][CH:13]=1. The catalyst class is: 6. (3) Reactant: C(OC([N:11]1[C@@H:15]([C:16]([OH:18])=[O:17])[CH2:14][NH:13][C:12]1=[O:19])=O)C1C=CC=CC=1.[H][H]. Product: [O:19]=[C:12]1[NH:11][C@@H:15]([C:16]([OH:18])=[O:17])[CH2:14][NH:13]1. The catalyst class is: 541. (4) Reactant: [CH:1]1([NH:4][C:5](=[O:29])[C:6]2[CH:11]=[CH:10][C:9]([CH3:12])=[C:8]([C:13]3[CH:14]=[C:15]4[C:20](=[CH:21][CH:22]=3)[N:19]=[C:18]([C:23]#[C:24][CH2:25][N:26]([CH3:28])[CH3:27])[N:17]=[CH:16]4)[CH:7]=2)[CH2:3][CH2:2]1. Product: [CH:1]1([NH:4][C:5](=[O:29])[C:6]2[CH:11]=[CH:10][C:9]([CH3:12])=[C:8]([C:13]3[CH:14]=[C:15]4[C:20](=[CH:21][CH:22]=3)[N:19]=[C:18]([CH2:23][CH2:24][CH2:25][N:26]([CH3:27])[CH3:28])[N:17]=[CH:16]4)[CH:7]=2)[CH2:2][CH2:3]1. The catalyst class is: 43. (5) Reactant: [CH:1]1([CH2:4][O:5][C:6]2[CH:7]=[C:8]([CH:36]=[CH:37][CH:38]=2)[O:9][C:10]2[C:11]([NH:22][S:23]([C:26]3[CH:31]=[CH:30][C:29]([O:32]C)=[C:28]([O:34][CH3:35])[CH:27]=3)(=[O:25])=[O:24])=[CH:12][C:13]3[N:17]([CH3:18])[C:16](=[O:19])[N:15]([CH3:20])[C:14]=3[CH:21]=2)[CH2:3][CH2:2]1.[Cl-].[Li+]. Product: [CH:1]1([CH2:4][O:5][C:6]2[CH:7]=[C:8]([CH:36]=[CH:37][CH:38]=2)[O:9][C:10]2[C:11]([NH:22][S:23]([C:26]3[CH:31]=[CH:30][C:29]([OH:32])=[C:28]([O:34][CH3:35])[CH:27]=3)(=[O:24])=[O:25])=[CH:12][C:13]3[N:17]([CH3:18])[C:16](=[O:19])[N:15]([CH3:20])[C:14]=3[CH:21]=2)[CH2:3][CH2:2]1. The catalyst class is: 3. (6) Reactant: C(O)(C(F)(F)F)=O.C([O:12][C:13](=[O:39])[CH:14]([CH:34]1[CH2:38][CH2:37][CH2:36][CH2:35]1)[CH2:15][S:16]([N:19]1[CH2:24][CH2:23][CH:22]([O:25][C:26]2[CH:31]=[CH:30][C:29]([F:32])=[CH:28][C:27]=2[Br:33])[CH2:21][CH2:20]1)(=[O:18])=[O:17])(C)(C)C. Product: [Br:33][C:27]1[CH:28]=[C:29]([F:32])[CH:30]=[CH:31][C:26]=1[O:25][CH:22]1[CH2:21][CH2:20][N:19]([S:16]([CH2:15][CH:14]([CH:34]2[CH2:38][CH2:37][CH2:36][CH2:35]2)[C:13]([OH:39])=[O:12])(=[O:18])=[O:17])[CH2:24][CH2:23]1. The catalyst class is: 2. (7) Reactant: [C:1]([C@H:4]1[C@H:8]([C:9]2[S:10][CH:11]=[CH:12][N:13]=2)[N:7]([C:14](=[O:25])[C:15]2[CH:20]=[CH:19][C:18]([C:21]([CH3:24])([CH3:23])[CH3:22])=[CH:17][CH:16]=2)[C@:6]([CH2:33][CH:34]([CH3:36])[CH3:35])([C:26]([O:28]C(C)(C)C)=[O:27])[CH2:5]1)(=[O:3])[CH3:2].CO[CH:39](OC)[N:40](C)C.Cl.NO. Product: [C:21]([C:18]1[CH:17]=[CH:16][C:15]([C:14]([N:7]2[C@@H:8]([C:9]3[S:10][CH:11]=[CH:12][N:13]=3)[C@H:4]([C:1]3[O:3][N:40]=[CH:39][CH:2]=3)[CH2:5][C@@:6]2([CH2:33][CH:34]([CH3:36])[CH3:35])[C:26]([OH:28])=[O:27])=[O:25])=[CH:20][CH:19]=1)([CH3:22])([CH3:23])[CH3:24]. The catalyst class is: 8. (8) Reactant: [Cl:1][C:2]1[CH:3]=[C:4]([CH:8]=[CH:9][CH:10]=1)[CH2:5][Mg]Cl.CCOCC.[C:16](#[N:18])[CH3:17].[H-].[Al+3].[Li+].[H-].[H-].[H-]. Product: [Cl:1][C:2]1[CH:3]=[C:4]([CH2:5][CH:16]([NH2:18])[CH3:17])[CH:8]=[CH:9][CH:10]=1. The catalyst class is: 1. (9) Reactant: Cl.[Cl:2][C:3]1[CH:8]=[CH:7][C:6]([C:9]2([C:22]#[N:23])[CH2:14][CH2:13][N:12](C(OC(C)(C)C)=O)[CH2:11][CH2:10]2)=[C:5]([F:24])[CH:4]=1. Product: [Cl:2][C:3]1[CH:8]=[CH:7][C:6]([C:9]2([C:22]#[N:23])[CH2:14][CH2:13][NH:12][CH2:11][CH2:10]2)=[C:5]([F:24])[CH:4]=1. The catalyst class is: 12.